From a dataset of Catalyst prediction with 721,799 reactions and 888 catalyst types from USPTO. Predict which catalyst facilitates the given reaction. (1) Reactant: Cl.[N:2]12[CH2:9][CH2:8][C:5]([C:10](O)=[O:11])([CH2:6][CH2:7]1)[CH2:4][CH2:3]2.CO. Product: [N:2]12[CH2:9][CH2:8][C:5]([CH2:10][OH:11])([CH2:6][CH2:7]1)[CH2:4][CH2:3]2. The catalyst class is: 7. (2) Reactant: C(O[BH-](OC(=O)C)OC(=O)C)(=O)C.[Na+].[CH3:15][NH:16][CH3:17].[Cl:18][C:19]1[CH:20]=[CH:21][C:22]([O:43][CH2:44][CH:45]([CH3:47])[CH3:46])=[C:23]([CH2:25][N:26]2[C:30]([CH3:31])=[CH:29][C:28]([C:32]3[NH:36][C:35]4[CH:37]=[CH:38][C:39]([CH:41]=O)=[CH:40][C:34]=4[N:33]=3)=[N:27]2)[CH:24]=1. Product: [ClH:18].[ClH:18].[Cl:18][C:19]1[CH:20]=[CH:21][C:22]([O:43][CH2:44][CH:45]([CH3:47])[CH3:46])=[C:23]([CH2:25][N:26]2[C:30]([CH3:31])=[CH:29][C:28]([C:32]3[NH:36][C:35]4[CH:37]=[CH:38][C:39]([CH2:41][N:16]([CH3:17])[CH3:15])=[CH:40][C:34]=4[N:33]=3)=[N:27]2)[CH:24]=1. The catalyst class is: 355.